From a dataset of Catalyst prediction with 721,799 reactions and 888 catalyst types from USPTO. Predict which catalyst facilitates the given reaction. (1) Reactant: P(Br)(Br)[Br:2].CN(C)[CH:7]=[O:8].[Cl:10][C:11]1[CH:20]=[CH:19][CH:18]=[C:17]2[C:12]=1[CH2:13][CH2:14][CH2:15][C:16]2=O.C(=O)(O)[O-].[Na+]. Product: [Br:2][C:16]1[C:17]2[C:12](=[C:11]([Cl:10])[CH:20]=[CH:19][CH:18]=2)[CH2:13][CH2:14][C:15]=1[CH:7]=[O:8]. The catalyst class is: 22. (2) Reactant: I([O-])(=O)(=O)=O.[Na+].[O:7]([CH2:14][CH:15]([OH:18])CO)[C:8]1[CH:13]=[CH:12][CH:11]=[CH:10][CH:9]=1. Product: [O:7]([CH2:14][CH:15]=[O:18])[C:8]1[CH:13]=[CH:12][CH:11]=[CH:10][CH:9]=1. The catalyst class is: 4. (3) Reactant: [NH:1]1[CH2:6][CH2:5][CH:4]([CH2:7][NH:8][C:9](=[O:18])[O:10][CH2:11][C:12]2[CH:17]=[CH:16][CH:15]=[CH:14][CH:13]=2)[CH2:3][CH2:2]1.C(N(CC)CC)C.Br[CH2:27][C:28](=[O:33])[C:29]([CH3:32])([CH3:31])[CH3:30]. Product: [CH3:30][C:29]([CH3:32])([CH3:31])[C:28](=[O:33])[CH2:27][N:1]1[CH2:6][CH2:5][CH:4]([CH2:7][NH:8][C:9](=[O:18])[O:10][CH2:11][C:12]2[CH:17]=[CH:16][CH:15]=[CH:14][CH:13]=2)[CH2:3][CH2:2]1. The catalyst class is: 9. (4) Reactant: C([Li])CCC.[C:6](#[N:8])[CH3:7].[CH2:9]([O:11][C:12]1[CH:22]=[CH:21][C:15](C(OCC)=O)=[CH:14][CH:13]=1)[CH3:10].Cl.[O:24]1CCC[CH2:25]1. Product: [CH2:9]([O:11][C:12]1[CH:13]=[CH:14][C:15]([CH:7]([CH:25]=[O:24])[C:6]#[N:8])=[CH:21][CH:22]=1)[CH3:10]. The catalyst class is: 81. (5) Reactant: [Cl:1][C:2]1[C:7]2[O:8][C:9]3[CH2:14][CH2:13][N:12](C(OC(C)(C)C)=O)[CH2:11][C:10]=3[C:6]=2[CH:5]=[C:4]([CH:22]([OH:29])[C:23]2[CH:28]=[CH:27][CH:26]=[CH:25][CH:24]=2)[CH:3]=1.FC(F)(F)C(O)=O. Product: [ClH:1].[Cl:1][C:2]1[C:7]2[O:8][C:9]3[CH2:14][CH2:13][NH:12][CH2:11][C:10]=3[C:6]=2[CH:5]=[C:4]([CH:22]([C:23]2[CH:28]=[CH:27][CH:26]=[CH:25][CH:24]=2)[OH:29])[CH:3]=1. The catalyst class is: 4. (6) Reactant: [CH:1]([NH:4][C:5]1[C:10]([C:11](Cl)=[O:12])=[CH:9][N:8]=[C:7]([S:14][CH3:15])[N:6]=1)([CH3:3])[CH3:2].[CH2:16]([NH2:19])[CH:17]=[CH2:18]. Product: [CH2:16]([NH:19][C:11]([C:10]1[C:5]([NH:4][CH:1]([CH3:3])[CH3:2])=[N:6][C:7]([S:14][CH3:15])=[N:8][CH:9]=1)=[O:12])[CH:17]=[CH2:18]. The catalyst class is: 54. (7) Reactant: [F:1][CH2:2][C@H:3]([C:5]1[CH:10]=[CH:9][CH:8]=[CH:7][CH:6]=1)[CH3:4].[Cl:11][S:12](O)(=[O:14])=[O:13]. Product: [F:1][CH2:2][C@H:3]([C:5]1[CH:10]=[CH:9][C:8]([S:12]([Cl:11])(=[O:14])=[O:13])=[CH:7][CH:6]=1)[CH3:4]. The catalyst class is: 4. (8) Reactant: C[O:2][C:3]([C:5]1[N:6]=[N:7][C:8]([Cl:18])=[CH:9][C:10]=1[NH:11][C:12]1[CH:16]=[CH:15][N:14]([CH3:17])[N:13]=1)=O.[NH3:19]. Product: [Cl:18][C:8]1[N:7]=[N:6][C:5]([C:3]([NH2:19])=[O:2])=[C:10]([NH:11][C:12]2[CH:16]=[CH:15][N:14]([CH3:17])[N:13]=2)[CH:9]=1. The catalyst class is: 5. (9) Reactant: [NH2:1][C:2]1[CH:7]=[CH:6][C:5]([C:8]2[N:13]=[C:12]3[N:14]([C:32]([O:34][C:35]([CH3:38])([CH3:37])[CH3:36])=[O:33])[N:15]=[C:16]([N:17]([C:25]([O:27][C:28]([CH3:31])([CH3:30])[CH3:29])=[O:26])[C:18]([O:20][C:21]([CH3:24])([CH3:23])[CH3:22])=[O:19])[C:11]3=[CH:10][N:9]=2)=[CH:4][CH:3]=1.[Cl:39][C:40]1[CH:41]=[CH:42][C:43]([C:50]#[N:51])=[C:44]([S:46](Cl)(=[O:48])=[O:47])[CH:45]=1. Product: [C:28]([O:27][C:25]([N:17]([C:18]([O:20][C:21]([CH3:24])([CH3:22])[CH3:23])=[O:19])[C:16]1[C:11]2[C:12](=[N:13][C:8]([C:5]3[CH:4]=[CH:3][C:2]([NH:1][S:46]([C:44]4[CH:45]=[C:40]([Cl:39])[CH:41]=[CH:42][C:43]=4[C:50]#[N:51])(=[O:47])=[O:48])=[CH:7][CH:6]=3)=[N:9][CH:10]=2)[N:14]([C:32]([O:34][C:35]([CH3:38])([CH3:37])[CH3:36])=[O:33])[N:15]=1)=[O:26])([CH3:29])([CH3:31])[CH3:30]. The catalyst class is: 202.